This data is from Peptide-MHC class I binding affinity with 185,985 pairs from IEDB/IMGT. The task is: Regression. Given a peptide amino acid sequence and an MHC pseudo amino acid sequence, predict their binding affinity value. This is MHC class I binding data. (1) The peptide sequence is QMRAVGQPL. The binding affinity (normalized) is 0.550. The MHC is HLA-B39:01 with pseudo-sequence HLA-B39:01. (2) The peptide sequence is AAFEDLRLL. The MHC is HLA-A02:06 with pseudo-sequence HLA-A02:06. The binding affinity (normalized) is 0.193. (3) The peptide sequence is TFTYASALW. The binding affinity (normalized) is 0.291. The MHC is HLA-A24:02 with pseudo-sequence HLA-A24:02.